Dataset: Full USPTO retrosynthesis dataset with 1.9M reactions from patents (1976-2016). Task: Predict the reactants needed to synthesize the given product. (1) Given the product [CH3:1][S:2][C:3]1[N:8]=[C:7]([NH2:15])[C:6]([C:10]([O:12][CH2:13][CH3:14])=[O:11])=[CH:5][N:4]=1, predict the reactants needed to synthesize it. The reactants are: [CH3:1][S:2][C:3]1[N:8]=[C:7](Cl)[C:6]([C:10]([O:12][CH2:13][CH3:14])=[O:11])=[CH:5][N:4]=1.[NH3:15].CO. (2) The reactants are: [F:1][C:2]1[CH:3]=[C:4]2[C:14](=[CH:15][CH:16]=1)[C:8]1([CH2:13][CH2:12][O:11][CH2:10][CH2:9]1)[C:7](=[O:17])[C:6]([C:18](OCC)=[O:19])=[C:5]2[OH:23].Cl.[NH2:25][CH2:26][C:27]([O:29]C(C)(C)C)=[O:28].C(N(C(C)C)C(C)C)C. Given the product [F:1][C:2]1[CH:3]=[C:4]2[C:14](=[CH:15][CH:16]=1)[C:8]1([CH2:9][CH2:10][O:11][CH2:12][CH2:13]1)[C:7](=[O:17])[C:6]([C:18]([NH:25][CH2:26][C:27]([OH:29])=[O:28])=[O:19])=[C:5]2[OH:23], predict the reactants needed to synthesize it. (3) Given the product [C:21]1([C:20]([C:27]2[CH:28]=[CH:29][CH:30]=[CH:31][CH:32]=2)([C:33]2[CH:34]=[CH:35][CH:36]=[CH:37][CH:38]=2)[O:18][CH2:17][CH2:16][O:15][CH2:14][CH2:13][O:12][CH2:11][CH2:10][O:9][CH2:8][CH2:7][O:6][CH2:5][CH2:4][O:3][CH2:2][CH2:1][OH:19])[CH:22]=[CH:23][CH:24]=[CH:25][CH:26]=1, predict the reactants needed to synthesize it. The reactants are: [CH2:1]([OH:19])[CH2:2][O:3][CH2:4][CH2:5][O:6][CH2:7][CH2:8][O:9][CH2:10][CH2:11][O:12][CH2:13][CH2:14][O:15][CH2:16][CH2:17][OH:18].[C:20](Cl)([C:33]1[CH:38]=[CH:37][CH:36]=[CH:35][CH:34]=1)([C:27]1[CH:32]=[CH:31][CH:30]=[CH:29][CH:28]=1)[C:21]1[CH:26]=[CH:25][CH:24]=[CH:23][CH:22]=1.O. (4) Given the product [O:3]1[CH2:8][CH2:7][C:6](=[CH:12][C:11](=[O:10])[CH3:19])[CH2:5][CH2:4]1, predict the reactants needed to synthesize it. The reactants are: [OH-].[K+].[O:3]1[CH2:8][CH2:7][C:6](=O)[CH2:5][CH2:4]1.[O:10]=[C:11]([CH3:19])[CH2:12]P(=O)(OC)OC. (5) Given the product [OH:2][C:3]1[C:4]2[S:12][C:11]([C:13]([OH:15])=[O:14])=[CH:10][C:5]=2[N:6]=[C:7]([CH3:9])[N:8]=1, predict the reactants needed to synthesize it. The reactants are: C[O:2][C:3]1[C:4]2[S:12][C:11]([C:13]([OH:15])=[O:14])=[CH:10][C:5]=2[N:6]=[C:7]([CH3:9])[N:8]=1.Cl. (6) Given the product [Cl:1][C:2]1[CH:3]=[CH:4][C:5]([O:20][CH3:21])=[C:6]([C:7]2[NH:22][N:16]=[CH:15][C:9]=2[C:10]([O:12][CH2:13][CH3:14])=[O:11])[CH:19]=1, predict the reactants needed to synthesize it. The reactants are: [Cl:1][C:2]1[CH:3]=[CH:4][C:5]([O:20][CH3:21])=[C:6]([CH:19]=1)[C:7]([C:9](=[CH:15][N:16](C)C)[C:10]([O:12][CH2:13][CH3:14])=[O:11])=O.[NH2:22]N. (7) Given the product [CH:14]1([S:11]([C:8]([C:6]2[CH:5]=[C:4]([N:19]3[CH2:24][CH2:23][O:22][CH2:21][C@@H:20]3[CH3:25])[N:3]=[C:2]([C:34]3[CH:40]=[CH:39][C:37]([NH2:38])=[CH:36][CH:35]=3)[N:7]=2)([CH3:10])[CH3:9])(=[O:13])=[O:12])[CH2:18][CH2:17][CH2:16][CH2:15]1, predict the reactants needed to synthesize it. The reactants are: Cl[C:2]1[N:7]=[C:6]([C:8]([S:11]([CH:14]2[CH2:18][CH2:17][CH2:16][CH2:15]2)(=[O:13])=[O:12])([CH3:10])[CH3:9])[CH:5]=[C:4]([N:19]2[CH2:24][CH2:23][O:22][CH2:21][C@@H:20]2[CH3:25])[N:3]=1.CC1(C)C(C)(C)OB([C:34]2[CH:40]=[CH:39][C:37]([NH2:38])=[CH:36][CH:35]=2)O1.C(=O)([O-])[O-].[Na+].[Na+].CN(C=O)C. (8) Given the product [CH2:1]([O:8][C:9](=[O:44])[CH2:10][CH:11]([N:25]1[CH:29]=[CH:28][C:27]([C:30]2[CH:31]=[CH:32][C:33]([C:36]3[CH:37]=[CH:38][C:39]([C:42](=[O:52])[NH2:43])=[CH:40][CH:41]=3)=[CH:34][CH:35]=2)=[CH:26]1)[C:12]([NH:14][CH:15]([CH2:18][C:19]1[CH:24]=[CH:23][CH:22]=[CH:21][CH:20]=1)[CH2:16][OH:17])=[O:13])[C:2]1[CH:7]=[CH:6][CH:5]=[CH:4][CH:3]=1, predict the reactants needed to synthesize it. The reactants are: [CH2:1]([O:8][C:9](=[O:44])[CH2:10][C@@H:11]([N:25]1[CH:29]=[CH:28][C:27]([C:30]2[CH:35]=[CH:34][C:33]([C:36]3[CH:41]=[CH:40][C:39]([C:42]#[N:43])=[CH:38][CH:37]=3)=[CH:32][CH:31]=2)=[CH:26]1)[C:12]([NH:14][C@@H:15]([CH2:18][C:19]1[CH:24]=[CH:23][CH:22]=[CH:21][CH:20]=1)[CH2:16][OH:17])=[O:13])[C:2]1[CH:7]=[CH:6][CH:5]=[CH:4][CH:3]=1.C([O:52]C(=O)C(N)[C@@H](C(OCCCC)=O)C(N[C@@H](CC1C=CC=CC=1)CO)=O)C1C=CC=CC=1.FC(F)(F)C(O)=O.C(OC(=O)C[C@@H](N)C(N[C@@H](CC1C=CC=CC=1)CO)=O)C1C=CC=CC=1. (9) Given the product [F:11][C:12]1[C:20]([N:21]([CH3:28])[S:22]([CH2:25][CH2:26][CH3:27])(=[O:24])=[O:23])=[CH:19][CH:18]=[C:17]([F:29])[C:13]=1[C:14]([NH:10][C:8]1[CH:9]=[C:4]2[C:3]([O:34][CH3:33])=[N:2][NH:1][C:5]2=[N:6][CH:7]=1)=[O:15].[F:11][C:12]1[C:20]([N:21]([CH3:28])[S:22]([CH2:25][CH2:26][CH3:27])(=[O:23])=[O:24])=[CH:19][CH:18]=[C:17]([F:29])[C:13]=1[C:14]([OH:16])=[O:15].[F:30][C:31]1[C:39]([NH:40][S:41]([CH2:44][CH2:45][CH3:46])(=[O:42])=[O:43])=[CH:38][CH:37]=[C:36]([F:47])[C:32]=1[C:33]([OH:35])=[O:34], predict the reactants needed to synthesize it. The reactants are: [NH:1]1[C:5]2=[N:6][CH:7]=[C:8]([NH2:10])[CH:9]=[C:4]2[CH:3]=[N:2]1.[F:11][C:12]1[C:20]([N:21]([CH3:28])[S:22]([CH2:25][CH2:26][CH3:27])(=[O:24])=[O:23])=[CH:19][CH:18]=[C:17]([F:29])[C:13]=1[C:14]([OH:16])=[O:15].[F:30][C:31]1[C:39]([NH:40][S:41]([CH2:44][CH2:45][CH3:46])(=[O:43])=[O:42])=[CH:38][CH:37]=[C:36]([F:47])[C:32]=1[C:33]([OH:35])=[O:34]. (10) Given the product [C:19]([O:5][CH2:4][CH2:3][CH2:2][CH2:1][OH:6])(=[O:23])[C:20]([CH3:22])=[CH2:21], predict the reactants needed to synthesize it. The reactants are: [CH2:1]([OH:6])[CH2:2][CH2:3][CH2:4][OH:5].Cl.C(N=C=NCCCN(C)C)C.[C:19](O)(=[O:23])[C:20]([CH3:22])=[CH2:21].